This data is from Reaction yield outcomes from USPTO patents with 853,638 reactions. The task is: Predict the reaction yield, written as a fraction of the theoretical maximum amount of product (1.0 means a 100% yield; for example, 0.34 means a 34% yield). (1) The reactants are Br[C:2]1[C:10]2[C:9](=[O:11])[N:8]([CH2:12][O:13][CH2:14][CH2:15][Si:16]([CH3:19])([CH3:18])[CH3:17])[N:7]=[CH:6][C:5]=2[N:4]([CH2:20][O:21][CH2:22][CH2:23][Si:24]([CH3:27])([CH3:26])[CH3:25])[CH:3]=1.ClC1[N:38]([CH2:39][O:40][CH2:41][CH2:42][Si:43]([CH3:46])([CH3:45])[CH3:44])[C:32]2C=N[NH:35][C:36](=O)[C:31]=2C=1I.CC1(C)C(C)(C)OB(C2C=NN(COCC[Si](C)(C)C)C=2)O1.C1(B(O)O)C=CC=CC=1. No catalyst specified. The product is [CH3:25][Si:24]([CH3:27])([CH3:26])[CH2:23][CH2:22][O:21][CH2:20][N:4]1[C:5]2[CH:6]=[N:7][N:8]([CH2:12][O:13][CH2:14][CH2:15][Si:16]([CH3:19])([CH3:18])[CH3:17])[C:9](=[O:11])[C:10]=2[C:2]([C:31]2[CH:36]=[N:35][N:38]([CH2:39][O:40][CH2:41][CH2:42][Si:43]([CH3:46])([CH3:45])[CH3:44])[CH:32]=2)=[CH:3]1. The yield is 0.460. (2) The catalyst is CN(C=O)C. The reactants are [F:1][C:2]1[CH:3]=[C:4]([NH:9][CH:10]([C:12]2[CH:13]=[C:14]([C:30]([OH:32])=O)[CH:15]=[C:16]3[C:21]=2[O:20][C:19]([N:22]2[CH2:27][CH2:26][O:25][CH2:24][C@@H:23]2[CH3:28])=[CH:18][C:17]3=[O:29])[CH3:11])[CH:5]=[C:6]([F:8])[CH:7]=1.[CH3:33][NH:34][CH3:35].CN1CCOCC1. The product is [F:8][C:6]1[CH:5]=[C:4]([NH:9][CH:10]([C:12]2[CH:13]=[C:14]([C:30]([N:34]([CH3:35])[CH3:33])=[O:32])[CH:15]=[C:16]3[C:21]=2[O:20][C:19]([N:22]2[CH2:27][CH2:26][O:25][CH2:24][C@@H:23]2[CH3:28])=[CH:18][C:17]3=[O:29])[CH3:11])[CH:3]=[C:2]([F:1])[CH:7]=1. The yield is 0.610. (3) The catalyst is C(O)C.O. The reactants are C(C1C=CC(C(C)(CCCCC(=O)CCCCC(C2C=CC(CC(C)C)=CC=2)(C)C(O)=O)C(O)=O)=CC=1)C(C)C.C([O:43][C:44](=[O:68])[C:45]([CH3:67])([CH3:66])[CH2:46][CH2:47][CH2:48][CH2:49][CH2:50][C:51](=[O:65])[CH2:52][CH2:53][CH2:54][CH2:55][CH2:56][C:57]([CH3:64])([CH3:63])[C:58]([O:60]CC)=[O:59])C.[OH-].[K+]. The product is [CH3:63][C:57]([CH3:64])([CH2:56][CH2:55][CH2:54][CH2:53][CH2:52][C:51](=[O:65])[CH2:50][CH2:49][CH2:48][CH2:47][CH2:46][C:45]([CH3:67])([CH3:66])[C:44]([OH:68])=[O:43])[C:58]([OH:60])=[O:59]. The yield is 0.570. (4) The reactants are O1CCCCC1[O:7][CH2:8][C:9]1[CH:13]=[C:12]([C:14]2[CH:19]=[C:18]([C:20]([F:23])([F:22])[F:21])[CH:17]=[C:16]([C:24]([F:27])([F:26])[F:25])[CH:15]=2)[O:11][N:10]=1.C(O)(C(F)(F)F)=O. The catalyst is C(Cl)Cl. The product is [F:27][C:24]([F:25])([F:26])[C:16]1[CH:15]=[C:14]([C:12]2[O:11][N:10]=[C:9]([CH2:8][OH:7])[CH:13]=2)[CH:19]=[C:18]([C:20]([F:21])([F:22])[F:23])[CH:17]=1. The yield is 0.690.